Dataset: Reaction yield outcomes from USPTO patents with 853,638 reactions. Task: Predict the reaction yield, written as a fraction of the theoretical maximum amount of product (1.0 means a 100% yield; for example, 0.34 means a 34% yield). The reactants are Br[CH2:2][CH2:3]/[CH:4]=[C:5](\[CH3:15])/[CH2:6][CH2:7][CH2:8][CH2:9][CH2:10][CH2:11][CH2:12][CH2:13][CH3:14].[C-:16]#[N:17].[K+]. The catalyst is CN(C=O)C.O. The product is [CH3:15]/[C:5](/[CH2:6][CH2:7][CH2:8][CH2:9][CH2:10][CH2:11][CH2:12][CH2:13][CH3:14])=[CH:4]\[CH2:3][CH2:2][C:16]#[N:17]. The yield is 0.980.